This data is from Catalyst prediction with 721,799 reactions and 888 catalyst types from USPTO. The task is: Predict which catalyst facilitates the given reaction. (1) Reactant: O[C:2]([C:10]([CH3:13])([CH3:12])[CH3:11])=[CH:3][C:4](=[O:9])[CH:5]=[CH:6][O:7]C.C(O)(C(F)(F)F)=O. Product: [C:10]([C:2]1[O:7][CH:6]=[CH:5][C:4](=[O:9])[CH:3]=1)([CH3:11])([CH3:12])[CH3:13]. The catalyst class is: 48. (2) Reactant: C(O)(=O)C.[NH:5]1[CH2:8][CH:7]([C:9]([O:11][C:12]([CH3:15])([CH3:14])[CH3:13])=[O:10])[CH2:6]1.[CH:16]([C:18]1[CH:25]=[CH:24][C:21]([C:22]#[N:23])=[CH:20][CH:19]=1)=O.C([BH3-])#N.[Na+]. Product: [C:22]([C:21]1[CH:24]=[CH:25][C:18]([CH2:16][N:5]2[CH2:6][CH:7]([C:9]([O:11][C:12]([CH3:15])([CH3:14])[CH3:13])=[O:10])[CH2:8]2)=[CH:19][CH:20]=1)#[N:23]. The catalyst class is: 5. (3) Reactant: [CH2:1]([C:5]1[C:6]([C:16]2[CH:21]=[CH:20][C:19]([F:22])=[CH:18][CH:17]=2)=[C:7]([OH:15])[C:8]2[C:13]([CH:14]=1)=[CH:12][CH:11]=[CH:10][CH:9]=2)[CH2:2][CH2:3][CH3:4].F[C:24]1[CH:31]=[CH:30][C:27]([CH:28]=[O:29])=[CH:26][CH:25]=1.C([O-])([O-])=O.[Cs+].[Cs+]. Product: [CH2:1]([C:5]1[C:6]([C:16]2[CH:21]=[CH:20][C:19]([F:22])=[CH:18][CH:17]=2)=[C:7]([O:15][C:24]2[CH:31]=[CH:30][C:27]([CH:28]=[O:29])=[CH:26][CH:25]=2)[C:8]2[C:13]([CH:14]=1)=[CH:12][CH:11]=[CH:10][CH:9]=2)[CH2:2][CH2:3][CH3:4]. The catalyst class is: 16. (4) Reactant: B(Br)(Br)Br.[CH2:5]([S:7]([C:10]1[CH:11]=[CH:12][C:13]([O:34]C)=[C:14]([C:16]2[C:25]3[C:20](=[CH:21][CH:22]=[C:23]([C:26]4[CH:27]=[N:28][N:29]([CH3:31])[CH:30]=4)[CH:24]=3)[C:19](=[O:32])[N:18]([CH3:33])[CH:17]=2)[CH:15]=1)(=[O:9])=[O:8])[CH3:6]. Product: [CH2:5]([S:7]([C:10]1[CH:11]=[CH:12][C:13]([OH:34])=[C:14]([C:16]2[C:25]3[C:20](=[CH:21][CH:22]=[C:23]([C:26]4[CH:27]=[N:28][N:29]([CH3:31])[CH:30]=4)[CH:24]=3)[C:19](=[O:32])[N:18]([CH3:33])[CH:17]=2)[CH:15]=1)(=[O:8])=[O:9])[CH3:6]. The catalyst class is: 2. (5) Reactant: [Si]([O:8][C:9]1[CH:16]=[C:15]([Cl:17])[C:12]([CH:13]=[O:14])=[C:11]([Cl:18])[CH:10]=1)(C(C)(C)C)(C)C.C([Li])(CC)C.CN(C=O)C.Cl. Product: [Cl:17][C:15]1[CH:16]=[C:9]([OH:8])[CH:10]=[C:11]([Cl:18])[C:12]=1[CH:13]=[O:14]. The catalyst class is: 36. (6) Reactant: [N+:1]([C:4]1[CH:12]=[CH:11][CH:10]=[CH:9][C:5]=1[CH2:6][CH2:7][OH:8])([O-:3])=[O:2].C(N(CC)CC)C.[S:20](Cl)([C:23]1[CH:29]=[CH:28][C:26]([CH3:27])=[CH:25][CH:24]=1)(=[O:22])=[O:21]. Product: [S:20]([C:23]1[CH:29]=[CH:28][C:26]([CH3:27])=[CH:25][CH:24]=1)([O:8][CH2:7][CH2:6][C:5]1[CH:9]=[CH:10][CH:11]=[CH:12][C:4]=1[N+:1]([O-:3])=[O:2])(=[O:22])=[O:21]. The catalyst class is: 2. (7) Reactant: [C:1](Cl)(=[O:8])[C:2]1[CH:7]=[CH:6][CH:5]=[N:4][CH:3]=1.[Cl:10][C:11]1[CH:12]=[C:13]2[C:18](=[CH:19][N:20]=1)[CH2:17][NH:16][CH2:15][CH2:14]2.C(N(CC)CC)C. Product: [Cl:10][C:11]1[CH:12]=[C:13]2[C:18](=[CH:19][N:20]=1)[CH2:17][N:16]([C:1]([C:2]1[CH:3]=[N:4][CH:5]=[CH:6][CH:7]=1)=[O:8])[CH2:15][CH2:14]2. The catalyst class is: 1.